From a dataset of TCR-epitope binding with 47,182 pairs between 192 epitopes and 23,139 TCRs. Binary Classification. Given a T-cell receptor sequence (or CDR3 region) and an epitope sequence, predict whether binding occurs between them. The epitope is EIYKRWII. The TCR CDR3 sequence is CASSRDSGWNSNQPQHF. Result: 0 (the TCR does not bind to the epitope).